From a dataset of Forward reaction prediction with 1.9M reactions from USPTO patents (1976-2016). Predict the product of the given reaction. (1) Given the reactants [CH2:1]([O:3]C(=O)CC(=O)CN(C(OC(C)(C)C)=O)C)[CH3:2].[CH:19]([C:21]1[S:22][C:23]([C:26]([OH:28])=O)=[CH:24][N:25]=1)=O.[NH:29]1[CH2:34][CH2:33][CH2:32][CH2:31][CH2:30]1.[NH2:35]/[C:36](/[CH2:43][C:44]1[CH:49]=[CH:48][C:47]([F:50])=[CH:46][CH:45]=1)=[CH:37]\[C:38]([O:40][CH2:41][CH3:42])=[O:39].[NH:51]1[CH:56]=[CH:55][CH:54]=[CH:53][CH2:52]1.CCN=C=NCCCN(C)C.C1C=[CH:70][C:71]2N(O)N=N[C:72]=2[CH:73]=1.Cl, predict the reaction product. The product is: [C@H:56]1([NH:51][C:26]([C:23]2[S:22][C:21]([C:19]3[C:2]4[C:1](=[O:3])[N:29]5[C@H:31]([C:30]=4[N:35]=[C:36]([CH2:43][C:44]4[CH:45]=[CH:46][C:47]([F:50])=[CH:48][CH:49]=4)[C:37]=3[C:38]([O:40][CH2:41][CH3:42])=[O:39])[CH2:32][CH2:33][CH2:34]5)=[N:25][CH:24]=2)=[O:28])[C:55]2[C:54](=[CH:73][CH:72]=[CH:71][CH:70]=2)[CH2:53][CH2:52]1. (2) Given the reactants [F:1][C:2]1[CH:7]=[CH:6][C:5]([C:8]2([C:13]([OH:15])=O)[CH2:12][CH2:11][CH2:10][CH2:9]2)=[CH:4][CH:3]=1.[CH3:16][NH:17][CH2:18][C:19]1[S:20][CH:21]=[CH:22][CH:23]=1.C(N(CC)CC)C.CCN=C=NCCCN(C)C, predict the reaction product. The product is: [F:1][C:2]1[CH:3]=[CH:4][C:5]([C:8]2([C:13]([N:17]([CH3:16])[CH2:18][C:19]3[S:20][CH:21]=[CH:22][CH:23]=3)=[O:15])[CH2:9][CH2:10][CH2:11][CH2:12]2)=[CH:6][CH:7]=1.